This data is from Experimentally validated miRNA-target interactions with 360,000+ pairs, plus equal number of negative samples. The task is: Binary Classification. Given a miRNA mature sequence and a target amino acid sequence, predict their likelihood of interaction. (1) The miRNA is hsa-miR-215-5p with sequence AUGACCUAUGAAUUGACAGAC. The protein sequence of the target gene is MLRTESCRPRSPAGQVAAASPLLLLLLLLAWCAGACRGAPILPQGLQPEQQLQLWNEIDDTCSSFLSIDSQPQASNALEELCFMIMGMLPKPQEQDEKDNTKRFLFHYSKTQKLGKSNVVSSVVHPLLQLVPHLHERRMKRFRVDEEFQSPFASQSRGYFLFRPRNGRRSAGFI. Result: 1 (interaction). (2) The miRNA is hsa-miR-1911-3p with sequence CACCAGGCAUUGUGGUCUCC. The protein sequence of the target gene is MNFLLSWVHWTLALLLYLHHAKWSQAAPTTEGEQKSHEVIKFMDVYQRSYCRPIETLVDIFQEYPDEIEYIFKPSCVPLMRCAGCCNDEALECVPTSESNITMQIMRIKPHQSQHIGEMSFLQHSRCECRPKKDRTKPEKKSVRGKGKGQKRKRKKSRFKSWSVHCEPCSERRKHLFVQDPQTCKCSCKNTDSRCKARQLELNERTCRCDKPRR. Result: 0 (no interaction). (3) Result: 0 (no interaction). The protein sequence of the target gene is MASASQGADDDGSRRKPRLAASLQISPQPRPWRPLPAQAQSAWGPAPAPATYRAEGGWPQVSVLRDSGPGAGAGVGELGAARAWENLGEQMGKAPRVPVPPAGLSLPLKDPPASQAVSLLTEYAASLGIFLLFREDQPPGPCFPFSVSAELDGVVCPAGTANSKTEAKQQAALSALCYIRSQLENPESPQTSSRPPLAPLSVENILTHEQRCAALVSAGFDLLLDERSPYWACKGTVAGVILEREIPRARGHVKEIYKLVALGTGSSCCAGWLEFSGQQLHDCHGLVIARRALLRFLFRQ.... The miRNA is hsa-miR-593-5p with sequence AGGCACCAGCCAGGCAUUGCUCAGC. (4) The miRNA is hsa-miR-519b-3p with sequence AAAGUGCAUCCUUUUAGAGGUU. The protein sequence of the target gene is MSYQGKKNIPRITSDRLLIKGGKIVNDDQSFYADIYMEDGLIKQIGENLIVPGGVKTIEAHSRMVIPGGIDVHTRFQMPDQGMTSADDFFQGTKAALAGGTTMIIDHVVPEPGTSLLAAFDQWREWADSKSCCDYSLHVDISEWHKGIQEEMEALVKDHGVNSFLVYMAFKDRFQLTDCQIYEVLSVIRDIGAIAQVHAENGDIIAEEQQRILDLGITGPEGHVLSRPEEVEAEAVNRAITIANQTNCPLYITKVMSKSSAEVIAQARKKGTVVYGEPITASLGTDGSHYWSKNWAKAAA.... Result: 1 (interaction).